This data is from Forward reaction prediction with 1.9M reactions from USPTO patents (1976-2016). The task is: Predict the product of the given reaction. (1) Given the reactants [Cl:1][C:2]1[CH:10]=[CH:9][C:8]([O:11][C:12]([F:15])([F:14])[F:13])=[C:7]2[C:3]=1[CH:4]=[CH:5][NH:6]2.[OH-].[K+].[CH3:18][O:19][CH2:20][CH2:21]Br, predict the reaction product. The product is: [Cl:1][C:2]1[CH:10]=[CH:9][C:8]([O:11][C:12]([F:13])([F:14])[F:15])=[C:7]2[C:3]=1[CH:4]=[CH:5][N:6]2[CH2:21][CH2:20][O:19][CH3:18]. (2) Given the reactants [OH:1][CH:2]([C:19]1[C:20]2[CH:27]=[CH:26][N:25]([CH2:28][O:29][CH2:30][CH2:31][Si:32]([CH3:35])([CH3:34])[CH3:33])[C:21]=2[N:22]=[CH:23][N:24]=1)[CH:3]1[CH2:8][CH2:7][CH2:6][N:5]([C:9]([O:11][CH2:12][C:13]2[CH:18]=[CH:17][CH:16]=[CH:15][CH:14]=2)=[O:10])[CH2:4]1.CCOC(C)=O.CC(OI1(OC(C)=O)(OC(C)=O)OC(=O)C2C=CC=CC1=2)=O, predict the reaction product. The product is: [CH3:33][Si:32]([CH3:35])([CH3:34])[CH2:31][CH2:30][O:29][CH2:28][N:25]1[C:21]2[N:22]=[CH:23][N:24]=[C:19]([C:2]([CH:3]3[CH2:8][CH2:7][CH2:6][N:5]([C:9]([O:11][CH2:12][C:13]4[CH:14]=[CH:15][CH:16]=[CH:17][CH:18]=4)=[O:10])[CH2:4]3)=[O:1])[C:20]=2[CH:27]=[CH:26]1. (3) Given the reactants [Cl:1][C:2]1[N:7]=[C:6]([OH:8])[CH:5]=[CH:4][CH:3]=1.[C:9](=O)([O-])[O-].[K+].[K+].CI, predict the reaction product. The product is: [Cl:1][C:2]1[N:7]([CH3:9])[C:6](=[O:8])[CH:5]=[CH:4][CH:3]=1. (4) Given the reactants [S:1]1[C:5]2[CH:6]=[CH:7][CH:8]=[CH:9][C:4]=2[CH:3]=[C:2]1[C:10]([NH:12][C@H:13]([C:18]([OH:20])=O)[CH2:14][CH:15]([CH3:17])[CH3:16])=[O:11].[NH2:21][CH2:22][CH2:23][CH2:24][C@@H:25]([NH:28][S:29]([C:32]1[CH:37]=[CH:36][C:35]([F:38])=[CH:34][C:33]=1[Cl:39])(=[O:31])=[O:30])[CH2:26][OH:27].C1C=C2C(N(O)N=NC2=CC=1)=O.CCN=C=NCCCN(C)C.Cl.CN1CCOCC1, predict the reaction product. The product is: [Cl:39][C:33]1[CH:34]=[C:35]([F:38])[CH:36]=[CH:37][C:32]=1[S:29]([NH:28][C@@H:25]([CH2:26][OH:27])[CH2:24][CH2:23][CH2:22][NH:21][C:18]([C@@H:13]([NH:12][C:10]([C:2]1[S:1][C:5]2[CH:6]=[CH:7][CH:8]=[CH:9][C:4]=2[CH:3]=1)=[O:11])[CH2:14][CH:15]([CH3:16])[CH3:17])=[O:20])(=[O:31])=[O:30]. (5) Given the reactants [CH3:1][O:2][C:3]1[CH:20]=[C:19]([N+:21]([O-])=O)[CH:18]=[CH:17][C:4]=1[O:5][CH2:6][CH2:7][N:8]1[CH2:13][CH2:12][CH:11]([C:14]([NH2:16])=[O:15])[CH2:10][CH2:9]1.ClCCl.CO.N, predict the reaction product. The product is: [NH2:21][C:19]1[CH:18]=[CH:17][C:4]([O:5][CH2:6][CH2:7][N:8]2[CH2:13][CH2:12][CH:11]([C:14]([NH2:16])=[O:15])[CH2:10][CH2:9]2)=[C:3]([O:2][CH3:1])[CH:20]=1.